Task: Predict which catalyst facilitates the given reaction.. Dataset: Catalyst prediction with 721,799 reactions and 888 catalyst types from USPTO (1) Reactant: [SH:1][C:2]1[N:7]=[C:6]([N:8]2[CH2:13][CH2:12][CH2:11][CH2:10][CH2:9]2)[C:5]2[CH2:14][O:15][C:16]([CH3:19])([CH3:18])[CH2:17][C:4]=2[C:3]=1[C:20]#[N:21].C(=O)([O-])[O-].[K+].[K+].Cl[CH2:29][C:30]([NH2:32])=[O:31]. Product: [NH2:21][C:20]1[C:3]2[C:2](=[N:7][C:6]([N:8]3[CH2:13][CH2:12][CH2:11][CH2:10][CH2:9]3)=[C:5]3[CH2:14][O:15][C:16]([CH3:18])([CH3:19])[CH2:17][C:4]3=2)[S:1][C:29]=1[C:30]([NH2:32])=[O:31]. The catalyst class is: 8. (2) The catalyst class is: 5. Reactant: [CH3:1][O:2][C:3]1[CH:14]=[CH:13][C:6]([CH:7]=[N:8][C@@H:9]([CH3:12])[CH2:10][OH:11])=[CH:5][CH:4]=1.[BH4-].[Na+]. Product: [CH3:1][O:2][C:3]1[CH:14]=[CH:13][C:6]([CH2:7][NH:8][C@@H:9]([CH3:12])[CH2:10][OH:11])=[CH:5][CH:4]=1. (3) Reactant: [CH2:1]([O:8][CH2:9][C@@H:10]1[O:15][CH2:14][C@@:13]([NH:24][C:25]([NH:27][C:28](=[O:35])[C:29]2[CH:34]=[CH:33][CH:32]=[CH:31][CH:30]=2)=[S:26])([C:16]2[CH:21]=[C:20]([Br:22])[CH:19]=[CH:18][C:17]=2[F:23])[C@H:12]([CH2:36]O)[CH2:11]1)[C:2]1[CH:7]=[CH:6][CH:5]=[CH:4][CH:3]=1.N1C=CC=CC=1.FC(F)(F)S(OS(C(F)(F)F)(=O)=O)(=O)=O. Product: [CH2:1]([O:8][CH2:9][C@@H:10]1[O:15][CH2:14][C@:13]2([C:16]3[CH:21]=[C:20]([Br:22])[CH:19]=[CH:18][C:17]=3[F:23])[N:24]=[C:25]([NH:27][C:28](=[O:35])[C:29]3[CH:30]=[CH:31][CH:32]=[CH:33][CH:34]=3)[S:26][CH2:36][C@@H:12]2[CH2:11]1)[C:2]1[CH:7]=[CH:6][CH:5]=[CH:4][CH:3]=1. The catalyst class is: 4. (4) Reactant: Br[CH2:2][C:3]([NH:5][CH:6]([C:8]1[NH:9][C:10]2[C:15]([N:16]=1)=[C:14]([N:17]1[CH2:22][CH2:21][O:20][CH2:19][CH2:18]1)[N:13]=[C:12]([Cl:23])[N:11]=2)[CH3:7])=[O:4].C(=O)([O-])[O-].[Cs+].[Cs+]. Product: [Cl:23][C:12]1[N:13]=[C:14]([N:17]2[CH2:22][CH2:21][O:20][CH2:19][CH2:18]2)[C:15]2[N:16]=[C:8]3[N:9]([C:10]=2[N:11]=1)[CH2:2][C:3](=[O:4])[NH:5][CH:6]3[CH3:7]. The catalyst class is: 18. (5) Reactant: [C:1]([C:3]1[CH:8]=[CH:7][C:6]([C:9]2[N:13]3[CH:14]=[C:15]([C:18]4[CH:26]=[CH:25][C:21]([C:22](O)=[O:23])=[CH:20][CH:19]=4)[CH:16]=[CH:17][C:12]3=[N:11][CH:10]=2)=[CH:5][CH:4]=1)#[N:2].CN(C(ON1N=NC2C=CC=NC1=2)=[N+](C)C)C.F[P-](F)(F)(F)(F)F.CN1CCOCC1.Cl.Cl.[N:60]1([CH2:66][C:67]2[CH:75]=[CH:74][C:70]([C:71]([NH2:73])=[O:72])=[CH:69][CH:68]=2)[CH2:65][CH2:64][NH:63][CH2:62][CH2:61]1. Product: [C:1]([C:3]1[CH:4]=[CH:5][C:6]([C:9]2[N:13]3[CH:14]=[C:15]([C:18]4[CH:26]=[CH:25][C:21]([C:22]([N:63]5[CH2:64][CH2:65][N:60]([CH2:66][C:67]6[CH:75]=[CH:74][C:70]([C:71]([NH2:73])=[O:72])=[CH:69][CH:68]=6)[CH2:61][CH2:62]5)=[O:23])=[CH:20][CH:19]=4)[CH:16]=[CH:17][C:12]3=[N:11][CH:10]=2)=[CH:7][CH:8]=1)#[N:2]. The catalyst class is: 18. (6) Reactant: [CH:1]1([CH2:7][NH:8][C:9]2[CH:16]=[CH:15][C:12]([C:13]#[N:14])=[CH:11][C:10]=2[N+:17]([O-])=O)[CH2:6][CH2:5][CH2:4][CH2:3][CH2:2]1. The catalyst class is: 78. Product: [NH2:17][C:10]1[CH:11]=[C:12]([CH:15]=[CH:16][C:9]=1[NH:8][CH2:7][CH:1]1[CH2:6][CH2:5][CH2:4][CH2:3][CH2:2]1)[C:13]#[N:14].